This data is from Forward reaction prediction with 1.9M reactions from USPTO patents (1976-2016). The task is: Predict the product of the given reaction. (1) The product is: [Br:1][C:2]1[CH:6]=[CH:5][N:4]([NH:7][C:8](=[O:19])[C@@H:9]([NH:11][C:12](=[O:13])[O:14][C:15]([CH3:16])([CH3:17])[CH3:18])[CH3:10])[C:3]=1[C:20](=[O:22])[NH:31][CH2:30][C:25]1[CH:26]=[CH:27][CH:28]=[CH:29][N:24]=1. Given the reactants [Br:1][C:2]1[CH:6]=[CH:5][N:4]([NH:7][C:8](=[O:19])[C@@H:9]([NH:11][C:12]([O:14][C:15]([CH3:18])([CH3:17])[CH3:16])=[O:13])[CH3:10])[C:3]=1[C:20]([O:22]C)=O.[N:24]1[CH:29]=[CH:28][CH:27]=[CH:26][C:25]=1[CH2:30][NH2:31], predict the reaction product. (2) Given the reactants [Cl:1][C:2]1[CH:3]=[C:4]2[C:8](=[CH:9][CH:10]=1)[NH:7][C:6]([C:11]([O:13][CH3:14])=[O:12])=[CH:5]2.[Mg], predict the reaction product. The product is: [Cl:1][C:2]1[CH:3]=[C:4]2[C:8](=[CH:9][CH:10]=1)[NH:7][CH:6]([C:11]([O:13][CH3:14])=[O:12])[CH2:5]2. (3) The product is: [O:1]1[C:6]2[CH:7]=[CH:8][C:9]([CH2:11][N:13]3[CH2:14][CH2:15][CH:16]([NH:19][C:20](=[O:26])[O:21][C:22]([CH3:24])([CH3:23])[CH3:25])[CH2:17][CH2:18]3)=[CH:10][C:5]=2[O:4][CH2:3][CH2:2]1. Given the reactants [O:1]1[C:6]2[CH:7]=[CH:8][C:9]([CH:11]=O)=[CH:10][C:5]=2[O:4][CH2:3][CH2:2]1.[NH:13]1[CH2:18][CH2:17][CH:16]([NH:19][C:20](=[O:26])[O:21][C:22]([CH3:25])([CH3:24])[CH3:23])[CH2:15][CH2:14]1.C(O[BH-](OC(=O)C)OC(=O)C)(=O)C.[Na+].C(=O)([O-])O.[Na+], predict the reaction product. (4) Given the reactants [Cl:1][C:2]1[CH:36]=[CH:35][C:34]([CH2:37][CH2:38][O:39][CH3:40])=[CH:33][C:3]=1[CH2:4][N:5]([CH:30]1[CH2:32][CH2:31]1)[C:6]([C@@H:8]1[C@:13]([C:15]2[CH:20]=[CH:19][C:18]([F:21])=[C:17]([F:22])[CH:16]=2)([OH:14])[CH2:12][CH2:11][N:10]([C:23]([O:25][C:26]([CH3:29])([CH3:28])[CH3:27])=[O:24])[CH2:9]1)=[O:7].[CH2:41](Br)[CH:42]=[CH2:43].[H-].[Na+], predict the reaction product. The product is: [CH2:43]([O:14][C@:13]1([C:15]2[CH:20]=[CH:19][C:18]([F:21])=[C:17]([F:22])[CH:16]=2)[CH2:12][CH2:11][N:10]([C:23]([O:25][C:26]([CH3:27])([CH3:28])[CH3:29])=[O:24])[CH2:9][C@@H:8]1[C:6]([N:5]([CH2:4][C:3]1[CH:33]=[C:34]([CH2:37][CH2:38][O:39][CH3:40])[CH:35]=[CH:36][C:2]=1[Cl:1])[CH:30]1[CH2:31][CH2:32]1)=[O:7])[CH:42]=[CH2:41]. (5) Given the reactants [CH3:1][CH:2]([CH2:5][CH2:6][CH2:7][NH2:8])[CH2:3][NH2:4].[C:9]([O:18][CH2:19][CH3:20])(=[O:17])/[CH:10]=[CH:11]\[C:12]([O:14][CH2:15][CH3:16])=[O:13], predict the reaction product. The product is: [CH3:1][CH:2]([CH2:5][CH2:6][CH2:7][NH:8][CH:10]([CH2:11][C:12]([O:14][CH2:15][CH3:16])=[O:13])[C:9]([O:18][CH2:19][CH3:20])=[O:17])[CH2:3][NH:4][CH:10]([CH2:11][C:12]([O:14][CH2:15][CH3:16])=[O:13])[C:9]([O:18][CH2:19][CH3:20])=[O:17]. (6) Given the reactants C([O:3][C:4](=[O:34])[CH:5]([C:10]1[CH:11]=[C:12]([C:24]2[CH:29]=[CH:28][C:27]([C:30]([F:33])([F:32])[F:31])=[CH:26][CH:25]=2)[CH:13]=[C:14](OS(C(F)(F)F)(=O)=O)[CH:15]=1)[CH2:6][CH:7]([CH3:9])[CH3:8])C.[C:35]([C:37]1[CH:38]=[C:39](B(O)O)[CH:40]=[CH:41][C:42]=1[F:43])#[N:36], predict the reaction product. The product is: [C:35]([C:37]1[CH:38]=[C:39]([C:14]2[CH:15]=[C:10]([CH:5]([CH2:6][CH:7]([CH3:9])[CH3:8])[C:4]([OH:34])=[O:3])[CH:11]=[C:12]([C:24]3[CH:25]=[CH:26][C:27]([C:30]([F:31])([F:32])[F:33])=[CH:28][CH:29]=3)[CH:13]=2)[CH:40]=[CH:41][C:42]=1[F:43])#[N:36].